From a dataset of Full USPTO retrosynthesis dataset with 1.9M reactions from patents (1976-2016). Predict the reactants needed to synthesize the given product. Given the product [NH2:15][C:16]1[N:21]=[CH:20][C:19](/[CH:22]=[CH:23]/[C:24]([N:13]([CH2:12][C:3]2[N:2]([CH3:1])[C:10]3[C:5]([C:4]=2[CH3:11])=[CH:6][CH:7]=[CH:8][CH:9]=3)[CH3:14])=[O:26])=[CH:18][CH:17]=1, predict the reactants needed to synthesize it. The reactants are: [CH3:1][N:2]1[C:10]2[C:5](=[CH:6][CH:7]=[CH:8][CH:9]=2)[C:4]([CH3:11])=[C:3]1[CH2:12][NH:13][CH3:14].[NH2:15][C:16]1[N:21]=[CH:20][C:19](/[CH:22]=[CH:23]/[C:24]([OH:26])=O)=[CH:18][CH:17]=1.C1C=CC2N(O)N=NC=2C=1.O.C1CCC(N=C=NC2CCCCC2)CC1.